Dataset: Reaction yield outcomes from USPTO patents with 853,638 reactions. Task: Predict the reaction yield, written as a fraction of the theoretical maximum amount of product (1.0 means a 100% yield; for example, 0.34 means a 34% yield). (1) The reactants are [Cl:1][C:2]1[N:3]=[CH:4][C:5]2[S:10][CH:9]=[C:8]([C:11]3[CH:12]=[C:13]([NH2:17])[CH:14]=[CH:15][CH:16]=3)[C:6]=2[N:7]=1.[CH3:18][S:19](Cl)(=[O:21])=[O:20].C(N(CC)CC)C. The catalyst is O1CCCC1.C(OCC)(=O)C. The product is [Cl:1][C:2]1[N:3]=[CH:4][C:5]2[S:10][CH:9]=[C:8]([C:11]3[CH:12]=[C:13]([NH:17][S:19]([CH3:18])(=[O:21])=[O:20])[CH:14]=[CH:15][CH:16]=3)[C:6]=2[N:7]=1. The yield is 0.910. (2) The reactants are [CH3:1][C:2](C)([O-])[CH3:3].[K+].[C:7]([NH:17][CH2:18][CH2:19][CH2:20][CH2:21][C:22]1[CH:27]=[CH:26][C:25]([OH:28])=[CH:24][CH:23]=1)([O:9][CH2:10][C:11]1[CH:16]=[CH:15][CH:14]=[CH:13][CH:12]=1)=[O:8].C(Br)C=C. The catalyst is CC#N.C1OCCOCCOCCOCCOCCOC1. The product is [C:7]([NH:17][CH2:18][CH2:19][CH2:20][CH2:21][C:22]1[CH:27]=[CH:26][C:25]([O:28][CH2:3][CH:2]=[CH2:1])=[CH:24][CH:23]=1)([O:9][CH2:10][C:11]1[CH:12]=[CH:13][CH:14]=[CH:15][CH:16]=1)=[O:8]. The yield is 0.710. (3) The reactants are C[O:2][C:3]1[CH:4]=[C:5]([C:9]2[N:34]=[C:12]3[CH:13]=[C:14]([NH:17][C:18]([C:20]4[N:21]([CH3:33])[N:22]=[CH:23][C:24]=4[C:25]([N:27]4[CH2:32][CH2:31][O:30][CH2:29][CH2:28]4)=[O:26])=[O:19])[CH:15]=[CH:16][N:11]3[N:10]=2)[CH:6]=[CH:7][CH:8]=1.B(Br)(Br)Br. The catalyst is C(Cl)Cl.O. The product is [OH:2][C:3]1[CH:4]=[C:5]([C:9]2[N:34]=[C:12]3[CH:13]=[C:14]([NH:17][C:18]([C:20]4[N:21]([CH3:33])[N:22]=[CH:23][C:24]=4[C:25]([N:27]4[CH2:28][CH2:29][O:30][CH2:31][CH2:32]4)=[O:26])=[O:19])[CH:15]=[CH:16][N:11]3[N:10]=2)[CH:6]=[CH:7][CH:8]=1. The yield is 0.960. (4) The reactants are [CH3:1][O:2][C:3]1[C:4]2[C:15]([C:16]3[CH:21]=[CH:20][CH:19]=[CH:18][CH:17]=3)=[C:14]([C:22]3[CH:27]=[CH:26][C:25]([C:28]4([NH:32][C:33](=[O:39])[O:34][C:35]([CH3:38])([CH3:37])[CH3:36])[CH2:31][CH2:30][CH2:29]4)=[CH:24][CH:23]=3)[O:13][C:5]=2[N:6]=[C:7](S(C)(=O)=O)[N:8]=1.[NH:40]1[CH2:45][CH2:44][O:43][CH2:42][CH2:41]1. The yield is 0.960. The product is [CH3:1][O:2][C:3]1[C:4]2[C:15]([C:16]3[CH:21]=[CH:20][CH:19]=[CH:18][CH:17]=3)=[C:14]([C:22]3[CH:27]=[CH:26][C:25]([C:28]4([NH:32][C:33](=[O:39])[O:34][C:35]([CH3:38])([CH3:37])[CH3:36])[CH2:31][CH2:30][CH2:29]4)=[CH:24][CH:23]=3)[O:13][C:5]=2[N:6]=[C:7]([N:40]2[CH2:45][CH2:44][O:43][CH2:42][CH2:41]2)[N:8]=1. The catalyst is C1(C)C=CC=CC=1.